This data is from Reaction yield outcomes from USPTO patents with 853,638 reactions. The task is: Predict the reaction yield, written as a fraction of the theoretical maximum amount of product (1.0 means a 100% yield; for example, 0.34 means a 34% yield). (1) The yield is 0.520. The reactants are [CH:1]([C:4]1[N:25]=[C:7]2[N:8]=[C:9]([CH3:24])[C:10]([CH2:19][C:20]([O:22]C)=[O:21])=[C:11]([C:12]3[CH:17]=[CH:16][C:15]([CH3:18])=[CH:14][CH:13]=3)[N:6]2[N:5]=1)([CH3:3])[CH3:2].[OH-].[Na+].Cl. The product is [CH:1]([C:4]1[N:25]=[C:7]2[N:8]=[C:9]([CH3:24])[C:10]([CH2:19][C:20]([OH:22])=[O:21])=[C:11]([C:12]3[CH:17]=[CH:16][C:15]([CH3:18])=[CH:14][CH:13]=3)[N:6]2[N:5]=1)([CH3:3])[CH3:2]. The catalyst is CO. (2) The product is [CH3:15][O:16][C:17]1[CH:26]=[C:25]2[C:20]([N:21]=[CH:22][C:23]([S:27][CH2:28][CH2:29][N:30]3[CH2:31][CH2:32][CH:33]([NH:36][C:12]([C:9]4[CH:10]=[CH:11][C:5]5[O:4][CH2:3][C:2](=[O:1])[NH:7][C:6]=5[CH:8]=4)=[O:14])[CH2:34][CH2:35]3)=[N:24]2)=[CH:19][CH:18]=1. No catalyst specified. The yield is 0.380. The reactants are [O:1]=[C:2]1[NH:7][C:6]2[CH:8]=[C:9]([C:12]([OH:14])=O)[CH:10]=[CH:11][C:5]=2[O:4][CH2:3]1.[CH3:15][O:16][C:17]1[CH:26]=[C:25]2[C:20]([N:21]=[CH:22][C:23]([S:27][CH2:28][CH2:29][N:30]3[CH2:35][CH2:34][CH:33]([NH2:36])[CH2:32][CH2:31]3)=[N:24]2)=[CH:19][CH:18]=1. (3) The reactants are [Cl:1][C:2]1[C:7]([F:8])=[CH:6][CH:5]=[C:4]([Cl:9])[C:3]=1[C@H:10]([O:12][C:13]1[C:14]([NH2:24])=[N:15][CH:16]=[C:17]([C:19]2[CH:20]=[N:21][NH:22][CH:23]=2)[N:18]=1)[CH3:11].[H-].[Na+].[C:27]([O:31][C:32]([N:34]1[CH2:39][CH2:38][CH:37](OS(C)(=O)=O)[CH2:36][CH2:35]1)=[O:33])([CH3:30])([CH3:29])[CH3:28].O. The catalyst is CN(C=O)C. The product is [C:27]([O:31][C:32]([N:34]1[CH2:39][CH2:38][CH:37]([N:22]2[CH:23]=[C:19]([C:17]3[CH:16]=[N:15][C:14]([NH2:24])=[C:13]([O:12][C@@H:10]([C:3]4[C:4]([Cl:9])=[CH:5][CH:6]=[C:7]([F:8])[C:2]=4[Cl:1])[CH3:11])[N:18]=3)[CH:20]=[N:21]2)[CH2:36][CH2:35]1)=[O:33])([CH3:30])([CH3:28])[CH3:29]. The yield is 0.590. (4) The reactants are [CH:1]([N:4]1[C:8]([CH:9]2[C:18](=O)[C:17]3[C:16]([C:20]([O:22]CC)=O)=[CH:15][CH:14]=[CH:13][C:12]=3[NH:11][CH:10]2[C:25]2[CH:30]=[CH:29][CH:28]=[CH:27][CH:26]=2)=[CH:7][N:6]=[CH:5]1)([CH3:3])[CH3:2].O.[NH2:32][NH2:33]. The catalyst is CO. The product is [CH:1]([N:4]1[C:8]([CH:9]2[C:18]3=[N:32][NH:33][C:20](=[O:22])[C:16]4[CH:15]=[CH:14][CH:13]=[C:12]([C:17]=43)[NH:11][CH:10]2[C:25]2[CH:30]=[CH:29][CH:28]=[CH:27][CH:26]=2)=[CH:7][N:6]=[CH:5]1)([CH3:2])[CH3:3]. The yield is 0.130. (5) The reactants are [CH2:1]([C@@H:5]1[NH:10][CH2:9][C@H:8]([CH2:11][CH:12]([CH3:14])[CH3:13])[NH:7][C:6]1=[O:15])[CH:2]([CH3:4])[CH3:3].[F:16][C:17]1[CH:22]=[CH:21][C:20]([N:23]2[CH:27]=[C:26]([C:28](O)=[O:29])[N:25]=[N:24]2)=[CH:19][CH:18]=1.C([C@@H]1N(C([C@@H]2C[C@H]2C2C=CC=CC=2)=O)C[C@H](CC(C)C)NC1=O)C(C)C. No catalyst specified. The product is [F:16][C:17]1[CH:18]=[CH:19][C:20]([N:23]2[CH:27]=[C:26]([C:28]([N:10]3[CH2:9][C@H:8]([CH2:11][CH:12]([CH3:14])[CH3:13])[NH:7][C:6](=[O:15])[C@@H:5]3[CH2:1][CH:2]([CH3:4])[CH3:3])=[O:29])[N:25]=[N:24]2)=[CH:21][CH:22]=1. The yield is 0.860. (6) The reactants are Cl.[CH3:2][C@H:3]1[CH2:8][O:7][CH2:6][CH2:5][NH:4]1.[Cl:9][C:10]1[N:15]=[C:14]([N:16]([C:32]([O:34][C:35]([CH3:38])([CH3:37])[CH3:36])=[O:33])[N:17]([C:25]([O:27][C:28]([CH3:31])([CH3:30])[CH3:29])=[O:26])[C:18]([O:20][C:21]([CH3:24])([CH3:23])[CH3:22])=[O:19])[C:13]([F:39])=[C:12](Cl)[N:11]=1.C(N(CC)C(C)C)(C)C. The catalyst is CN(C=O)C.CCOCC. The product is [Cl:9][C:10]1[N:15]=[C:14]([N:16]([C:32]([O:34][C:35]([CH3:38])([CH3:37])[CH3:36])=[O:33])[N:17]([C:18]([O:20][C:21]([CH3:22])([CH3:23])[CH3:24])=[O:19])[C:25]([O:27][C:28]([CH3:29])([CH3:30])[CH3:31])=[O:26])[C:13]([F:39])=[C:12]([N:4]2[CH2:5][CH2:6][O:7][CH2:8][C@@H:3]2[CH3:2])[N:11]=1. The yield is 0.790. (7) The reactants are F[C:2]1[CH:7]=[CH:6][C:5]([S:8]([NH:11][CH3:12])(=[O:10])=[O:9])=[CH:4][CH:3]=1.[NH:13]1[CH2:18][CH2:17][NH:16][CH2:15][CH2:14]1. The catalyst is O. The product is [CH3:12][NH:11][S:8]([C:5]1[CH:6]=[CH:7][C:2]([N:13]2[CH2:18][CH2:17][NH:16][CH2:15][CH2:14]2)=[CH:3][CH:4]=1)(=[O:10])=[O:9]. The yield is 0.870. (8) The reactants are [CH3:1][NH:2][CH3:3].C[Al](C)C.C[Al](C)C.C1N2CCN(CC2)C1.C[O:21][C:22]([C:24]1[CH:29]=[CH:28][C:27]([C:30]2[O:34][N:33]=[C:32]([C:35]3[N:40]=[C:39]([NH2:41])[N:38]=[C:37]([N:42]([CH3:49])[C:43]4[CH:48]=[CH:47][CH:46]=[CH:45][CH:44]=4)[N:36]=3)[N:31]=2)=[CH:26][N:25]=1)=O. The catalyst is C1(C)C=CC=CC=1.CCOC(C)=O. The product is [CH3:1][N:2]([CH3:3])[C:22]([C:24]1[CH:29]=[CH:28][C:27]([C:30]2[O:34][N:33]=[C:32]([C:35]3[N:40]=[C:39]([NH2:41])[N:38]=[C:37]([N:42]([CH3:49])[C:43]4[CH:44]=[CH:45][CH:46]=[CH:47][CH:48]=4)[N:36]=3)[N:31]=2)=[CH:26][N:25]=1)=[O:21]. The yield is 0.120.